From a dataset of Forward reaction prediction with 1.9M reactions from USPTO patents (1976-2016). Predict the product of the given reaction. (1) Given the reactants [OH:1][NH:2][C:3]([C:5]1[CH:13]=[CH:12][C:11]2[NH:10][C:9]3[CH:14]([CH2:17][C:18]([O:20][CH2:21][CH3:22])=[O:19])[CH2:15][CH2:16][C:8]=3[C:7]=2[CH:6]=1)=[NH:4].C(N(CC)CC)C.[F:30][C:31]([F:43])([F:42])[O:32][C:33]1[CH:41]=[CH:40][C:36]([C:37](Cl)=O)=[CH:35][CH:34]=1, predict the reaction product. The product is: [F:30][C:31]([F:42])([F:43])[O:32][C:33]1[CH:34]=[CH:35][C:36]([C:37]2[O:1][N:2]=[C:3]([C:5]3[CH:13]=[CH:12][C:11]4[NH:10][C:9]5[CH:14]([CH2:17][C:18]([O:20][CH2:21][CH3:22])=[O:19])[CH2:15][CH2:16][C:8]=5[C:7]=4[CH:6]=3)[N:4]=2)=[CH:40][CH:41]=1. (2) Given the reactants [F:1][C:2]([S:5]([O-:8])(=[O:7])=[O:6])([F:4])[F:3].[CH2:9]([PH:17]([Pt-2:34](Cl)(Cl)[PH:35]([CH2:52][CH2:53][CH2:54][CH2:55][CH2:56][CH2:57][CH2:58][CH3:59])([CH2:44][CH2:45][CH2:46][CH2:47][CH2:48][CH2:49][CH2:50][CH3:51])[CH2:36][CH2:37][CH2:38][CH2:39][CH2:40][CH2:41][CH2:42][CH3:43])([CH2:26][CH2:27][CH2:28][CH2:29][CH2:30][CH2:31][CH2:32][CH3:33])[CH2:18][CH2:19][CH2:20][CH2:21][CH2:22][CH2:23][CH2:24][CH3:25])[CH2:10][CH2:11][CH2:12][CH2:13][CH2:14][CH2:15][CH3:16], predict the reaction product. The product is: [F:1][C:2]([F:4])([F:3])[S:5]([OH:8])(=[O:7])=[O:6].[F:1][C:2]([F:4])([F:3])[S:5]([OH:8])(=[O:7])=[O:6].[CH2:36]([PH:35]([Pt:34][PH:17]([CH2:9][CH2:10][CH2:11][CH2:12][CH2:13][CH2:14][CH2:15][CH3:16])([CH2:18][CH2:19][CH2:20][CH2:21][CH2:22][CH2:23][CH2:24][CH3:25])[CH2:26][CH2:27][CH2:28][CH2:29][CH2:30][CH2:31][CH2:32][CH3:33])([CH2:44][CH2:45][CH2:46][CH2:47][CH2:48][CH2:49][CH2:50][CH3:51])[CH2:52][CH2:53][CH2:54][CH2:55][CH2:56][CH2:57][CH2:58][CH3:59])[CH2:37][CH2:38][CH2:39][CH2:40][CH2:41][CH2:42][CH3:43].